Dataset: Forward reaction prediction with 1.9M reactions from USPTO patents (1976-2016). Task: Predict the product of the given reaction. (1) Given the reactants [Cl:1][C:2]1[CH:3]=[C:4]([C:8]2[C:13]3[N:14]([CH2:26][C@H:27]4[CH2:32][CH2:31][C@H:30]([CH3:33])[CH2:29][CH2:28]4)[C:15]([N:17]4[CH2:21][CH2:20][CH2:19][C@H:18]4[C:22]([F:25])([F:24])[F:23])=[N:16][C:12]=3[CH:11]=[C:10]([C:34](=[N:36][OH:37])[NH2:35])[N:9]=2)[CH:5]=[N:6][CH:7]=1.[C:38](N1C=CN=C1)(N1C=CN=C1)=[O:39].N12CCCN=C1CCCCC2, predict the reaction product. The product is: [Cl:1][C:2]1[CH:3]=[C:4]([C:8]2[C:13]3[N:14]([CH2:26][C@H:27]4[CH2:32][CH2:31][C@H:30]([CH3:33])[CH2:29][CH2:28]4)[C:15]([N:17]4[CH2:21][CH2:20][CH2:19][C@H:18]4[C:22]([F:24])([F:23])[F:25])=[N:16][C:12]=3[CH:11]=[C:10]([C:34]3[NH:35][C:38](=[O:39])[O:37][N:36]=3)[N:9]=2)[CH:5]=[N:6][CH:7]=1. (2) Given the reactants Br[C:2]1[C:11]2[O:10][CH:9]([CH:12]([CH3:14])[CH3:13])[C:8](=[O:15])[N:7]([CH2:16][C:17]([NH:19][CH3:20])=[O:18])[C:6]=2[CH:5]=[C:4]([O:21][CH3:22])[CH:3]=1.[CH3:23][N:24]1[CH:29]=[C:28](B2OC(C)(C)C(C)(C)O2)[C:27]2[CH:39]=[CH:40][N:41]([S:42]([C:45]3[CH:50]=[CH:49][C:48]([CH3:51])=[CH:47][CH:46]=3)(=[O:44])=[O:43])[C:26]=2[C:25]1=[O:52].C(=O)([O-])[O-].[K+].[K+].ClCCl, predict the reaction product. The product is: [CH:12]([CH:9]1[C:8](=[O:15])[N:7]([CH2:16][C:17]([NH:19][CH3:20])=[O:18])[C:6]2[CH:5]=[C:4]([O:21][CH3:22])[CH:3]=[C:2]([C:28]3[C:27]4[CH:39]=[CH:40][N:41]([S:42]([C:45]5[CH:50]=[CH:49][C:48]([CH3:51])=[CH:47][CH:46]=5)(=[O:44])=[O:43])[C:26]=4[C:25](=[O:52])[N:24]([CH3:23])[CH:29]=3)[C:11]=2[O:10]1)([CH3:14])[CH3:13]. (3) Given the reactants C(OC([N:8]1[CH2:13][CH2:12][C@@H:11]([CH:14]([F:16])[F:15])[C@H:10]([O:17][C:18]2[N:19]=[N:20][C:21]([CH2:37][CH2:38][CH2:39][CH3:40])=[C:22]([C:24]3[CH:29]=[CH:28][C:27]([O:30][CH:31]4[CH2:36][CH2:35][CH2:34][CH2:33][CH2:32]4)=[CH:26][CH:25]=3)[CH:23]=2)[CH2:9]1)=O)(C)(C)C.[ClH:41], predict the reaction product. The product is: [ClH:41].[ClH:41].[CH2:37]([C:21]1[N:20]=[N:19][C:18]([O:17][C@H:10]2[C@H:11]([CH:14]([F:16])[F:15])[CH2:12][CH2:13][NH:8][CH2:9]2)=[CH:23][C:22]=1[C:24]1[CH:29]=[CH:28][C:27]([O:30][CH:31]2[CH2:32][CH2:33][CH2:34][CH2:35][CH2:36]2)=[CH:26][CH:25]=1)[CH2:38][CH2:39][CH3:40]. (4) Given the reactants [CH2:1]([O:3][C:4]([N:6]1[CH2:11][CH2:10][CH:9]([C:12]2[C:20]3[C:15](=[CH:16][CH:17]=[CH:18][CH:19]=3)[NH:14][CH:13]=2)[CH2:8][CH2:7]1)=[O:5])[CH3:2].Br[CH2:22][CH2:23][O:24][CH3:25], predict the reaction product. The product is: [CH2:1]([O:3][C:4]([N:6]1[CH2:11][CH2:10][CH:9]([C:12]2[C:20]3[C:15](=[CH:16][CH:17]=[CH:18][CH:19]=3)[N:14]([CH2:22][CH2:23][O:24][CH3:25])[CH:13]=2)[CH2:8][CH2:7]1)=[O:5])[CH3:2]. (5) The product is: [CH:18]1([C:19](=[O:33])[C:20]([O:9][CH2:7][CH2:6][CH2:5][CH2:4][CH2:3][CH2:2][CH2:11][CH2:12][CH2:13][CH3:14])=[O:22])[CH2:34][CH2:35][CH2:36][CH2:37][CH2:38]1. Given the reactants C[CH:2]([CH2:11][CH2:12][CH:13]=[C:14](C)C)[CH2:3][CH2:4][CH2:5][C:6](=O)[C:7]([O-:9])=O.C[CH:18]([CH2:34][CH2:35][CH2:36][CH2:37][CH2:38]CCCCCCC)[C:19](=[O:33])[C:20]([O:22]CCC(C)CCC=C(C)C)=O.CC(CC)C(=O)C(OCCC(C)CCC=C(C)C)=O.CC(CCC=C(C)C)CCC(C)C(=O)C([O-])=O.O=C(C1C=CC=CC=1)C(OCCC(C)CCC=C(C)C)=O.C1(C(=O)C(OC/C=C(\C)/CCC=C(C)C)=O)CCCCC1, predict the reaction product. (6) Given the reactants FC(F)(F)S(O[C:7]1[C:12]2[O:13][CH:14]([CH2:17][O:18][S:19]([C:22]3[CH:27]=[CH:26][C:25]([CH3:28])=[CH:24][CH:23]=3)(=[O:21])=[O:20])[CH2:15][O:16][C:11]=2[CH:10]=[CH:9][CH:8]=1)(=O)=O.[CH3:31][O:32][C:33]1[CH:38]=[CH:37][C:36]([Cl:39])=[CH:35][C:34]=1B(O)O, predict the reaction product. The product is: [CH3:31][O:32][C:33]1[CH:38]=[CH:37][C:36]([Cl:39])=[CH:35][C:34]=1[C:7]1[C:12]2[O:13][CH:14]([CH2:17][O:18][S:19]([C:22]3[CH:23]=[CH:24][C:25]([CH3:28])=[CH:26][CH:27]=3)(=[O:20])=[O:21])[CH2:15][O:16][C:11]=2[CH:10]=[CH:9][CH:8]=1.